This data is from Tyrosyl-DNA phosphodiesterase HTS with 341,365 compounds. The task is: Binary Classification. Given a drug SMILES string, predict its activity (active/inactive) in a high-throughput screening assay against a specified biological target. (1) The compound is Fc1ccc(C(=O)Cc2c(O)c3c(oc2=O)cccc3)cc1. The result is 0 (inactive). (2) The drug is S(c1c2c(n(Cc3ccccc3)c1)cccc2)CC(=O)NCc1ccc(F)cc1. The result is 0 (inactive). (3) The molecule is O1CCN(Cc2c([nH]c3c(c2=O)cc(cc3)C)c2ccccc2)CC1. The result is 0 (inactive). (4) The molecule is S(c1n(c2c(c(ccc2)C)C)ccn1)CC(=O)Nc1ccc(CC)cc1. The result is 0 (inactive).